Dataset: Catalyst prediction with 721,799 reactions and 888 catalyst types from USPTO. Task: Predict which catalyst facilitates the given reaction. (1) Product: [Cl:9][C:10]1[CH:11]=[C:12]2[C:17](=[CH:18][CH:19]=1)[CH:16]=[C:15]([S:20]([N:23]([CH2:30][CH:31]=[O:32])[CH2:24][C:25]([O:27][CH2:28][CH3:29])=[O:26])(=[O:22])=[O:21])[CH:14]=[CH:13]2. Reactant: FC(F)(F)C(O)=O.O.[Cl:9][C:10]1[CH:11]=[C:12]2[C:17](=[CH:18][CH:19]=1)[CH:16]=[C:15]([S:20]([N:23]([CH2:30][CH:31](OCC)[O:32]CC)[CH2:24][C:25]([O:27][CH2:28][CH3:29])=[O:26])(=[O:22])=[O:21])[CH:14]=[CH:13]2.C(=O)([O-])O.[Na+]. The catalyst class is: 22. (2) Reactant: [NH2:1][C:2]1[C:3]([C:12]([NH:14][C:15]2([C:21]([OH:23])=[O:22])[CH2:20][CH2:19][CH2:18][CH2:17][CH2:16]2)=[O:13])=[CH:4][C:5]2[C:10]([CH:11]=1)=[CH:9][CH:8]=[CH:7][CH:6]=2.[N:24]([C:27]1[CH:32]=[CH:31][C:30]([C:33]2[CH:38]=[CH:37][CH:36]=[CH:35][CH:34]=2)=[CH:29][CH:28]=1)=[C:25]=[O:26]. Product: [C:30]1([C:33]2[CH:34]=[CH:35][CH:36]=[CH:37][CH:38]=2)[CH:29]=[CH:28][C:27]([NH:24][C:25]([NH:1][C:2]2[C:3]([C:12]([NH:14][C:15]3([C:21]([OH:23])=[O:22])[CH2:20][CH2:19][CH2:18][CH2:17][CH2:16]3)=[O:13])=[CH:4][C:5]3[C:10]([CH:11]=2)=[CH:9][CH:8]=[CH:7][CH:6]=3)=[O:26])=[CH:32][CH:31]=1. The catalyst class is: 17. (3) Reactant: [OH:1][C:2]1[CH:3]=[C:4]([CH:9]=[C:10]([O:12][C@H:13]2[CH2:17][CH2:16][O:15][CH2:14]2)[CH:11]=1)[C:5]([O:7][CH3:8])=[O:6].C(=O)([O-])[O-].[K+].[K+].[N:24]1([C:28]([C:30]2[CH:35]=[N:34][C:33](Cl)=[CH:32][N:31]=2)=[O:29])[CH2:27][CH2:26][CH2:25]1. Product: [N:24]1([C:28]([C:30]2[N:31]=[CH:32][C:33]([O:1][C:2]3[CH:3]=[C:4]([CH:9]=[C:10]([O:12][C@H:13]4[CH2:17][CH2:16][O:15][CH2:14]4)[CH:11]=3)[C:5]([O:7][CH3:8])=[O:6])=[N:34][CH:35]=2)=[O:29])[CH2:27][CH2:26][CH2:25]1. The catalyst class is: 566. (4) Reactant: [NH2:1][C:2]1[C:10]2[C:5](=[N:6][C:7]([C:18]3[CH:23]=[CH:22][CH:21]=[CH:20][C:19]=3[Cl:24])=[C:8]([C:11]3[CH:16]=[CH:15][C:14]([Cl:17])=[CH:13][CH:12]=3)[CH:9]=2)[O:4][C:3]=1[C:25](=[O:30])[C:26]([OH:29])([CH3:28])[CH3:27].[C:31](OC(=O)C)(=[O:33])[CH3:32]. Product: [Cl:24][C:19]1[CH:20]=[CH:21][CH:22]=[CH:23][C:18]=1[C:7]1[N:6]=[C:5]2[O:4][C:3]([C:25](=[O:30])[C:26]([OH:29])([CH3:27])[CH3:28])=[C:2]([NH:1][C:31](=[O:33])[CH3:32])[C:10]2=[CH:9][C:8]=1[C:11]1[CH:16]=[CH:15][C:14]([Cl:17])=[CH:13][CH:12]=1. The catalyst class is: 15. (5) Reactant: [Br:1][C:2]1[C:3](Cl)=[N:4][CH:5]=[C:6]([N+:9]([O-:11])=[O:10])[C:7]=1[CH3:8].[CH3:13][OH:14].C[O-].[Na+]. Product: [Br:1][C:2]1[C:3]([O:14][CH3:13])=[N:4][CH:5]=[C:6]([N+:9]([O-:11])=[O:10])[C:7]=1[CH3:8]. The catalyst class is: 6. (6) Reactant: Br[C:2]1[CH:18]=[CH:17][C:16]([S:19]([N:22]2[CH2:27][CH2:26][CH2:25][CH2:24][CH2:23]2)(=[O:21])=[O:20])=[CH:15][C:3]=1[CH2:4][O:5][CH2:6][C:7]([C:9]1[CH:14]=[CH:13][CH:12]=[CH:11][CH:10]=1)=[O:8].[CH3:28][N:29]1CCCC1=O. Product: [O:8]=[C:7]([C:9]1[CH:14]=[CH:13][CH:12]=[CH:11][CH:10]=1)[CH2:6][O:5][CH2:4][C:3]1[CH:15]=[C:16]([S:19]([N:22]2[CH2:27][CH2:26][CH2:25][CH2:24][CH2:23]2)(=[O:21])=[O:20])[CH:17]=[CH:18][C:2]=1[C:28]#[N:29]. The catalyst class is: 267. (7) Reactant: Cl[CH2:2][C:3]1[O:4][CH:5]=[C:6]([OH:10])[C:7](=[O:9])[CH:8]=1.[N-:11]=[N+:12]=[N-:13].[Na+]. Product: [N:11]([CH2:2][C:3]1[O:4][CH:5]=[C:6]([OH:10])[C:7](=[O:9])[CH:8]=1)=[N+:12]=[N-:13]. The catalyst class is: 18. (8) Reactant: [Cl:1][C:2]1[N:10]=[C:9]([Cl:11])[CH:8]=[CH:7][C:3]=1[C:4](Cl)=[O:5].[NH2:12][CH:13]1[CH2:18][CH2:17][O:16][CH2:15][CH2:14]1.C(N(C(C)C)C(C)C)C. Product: [Cl:1][C:2]1[N:10]=[C:9]([Cl:11])[CH:8]=[CH:7][C:3]=1[C:4]([NH:12][CH:13]1[CH2:18][CH2:17][O:16][CH2:15][CH2:14]1)=[O:5]. The catalyst class is: 2. (9) The catalyst class is: 142. Reactant: [NH2:1][C:2]1[CH:3]=[CH:4][CH:5]=[C:6]2[C:11]=1[N:10]=[CH:9][CH:8]=[CH:7]2.[C:12]([C:14]1[N:19]=[CH:18][C:17]([S:20](Cl)(=O)=[O:21])=[CH:16][CH:15]=1)#[N:13]. Product: [N:10]1[C:11]2[C:6](=[CH:5][CH:4]=[CH:3][C:2]=2[NH:1][S:20]([C:17]2[CH:18]=[N:19][C:14]([C:12]#[N:13])=[CH:15][CH:16]=2)=[O:21])[CH:7]=[CH:8][CH:9]=1.